From a dataset of Reaction yield outcomes from USPTO patents with 853,638 reactions. Predict the reaction yield, written as a fraction of the theoretical maximum amount of product (1.0 means a 100% yield; for example, 0.34 means a 34% yield). (1) The reactants are [Cl:1][C:2]1[CH:7]=[CH:6][C:5]([C:8]([CH3:24])([CH3:23])[C:9](=O)[CH2:10][NH:11][C:12]([NH:14][C:15]2[CH:20]=[CH:19][C:18]([F:21])=[CH:17][CH:16]=2)=[S:13])=[CH:4][C:3]=1[O:25][CH3:26].C(OCC)C. The catalyst is CC(O)=O. The product is [Cl:1][C:2]1[CH:7]=[CH:6][C:5]([C:8]([C:9]2[N:14]([C:15]3[CH:20]=[CH:19][C:18]([F:21])=[CH:17][CH:16]=3)[C:12]([SH:13])=[N:11][CH:10]=2)([CH3:24])[CH3:23])=[CH:4][C:3]=1[O:25][CH3:26]. The yield is 0.950. (2) The reactants are [CH3:1][O:2][C:3]1[CH:4]=[C:5]2[C:10](=[CH:11][C:12]=1[N+:13]([O-:15])=[O:14])[NH:9][C:8](=O)[CH2:7][CH2:6]2.CSC. The catalyst is C1COCC1. The product is [CH3:1][O:2][C:3]1[CH:4]=[C:5]2[C:10](=[CH:11][C:12]=1[N+:13]([O-:15])=[O:14])[NH:9][CH2:8][CH2:7][CH2:6]2. The yield is 0.730.